Task: Predict which catalyst facilitates the given reaction.. Dataset: Catalyst prediction with 721,799 reactions and 888 catalyst types from USPTO (1) Reactant: [CH2:1]([NH2:9])[CH2:2][C:3]1[CH:8]=[CH:7][CH:6]=[CH:5][CH:4]=1.Br[CH2:11][C:12]([O:14][C:15]([CH3:18])([CH3:17])[CH3:16])=[O:13]. Product: [C:15]([O:14][C:12](=[O:13])[CH2:11][NH:9][CH2:1][CH2:2][C:3]1[CH:8]=[CH:7][CH:6]=[CH:5][CH:4]=1)([CH3:18])([CH3:17])[CH3:16]. The catalyst class is: 11. (2) Reactant: [NH2:1][C:2]1[N:7]=[C:6]([C:8]2[O:9][CH:10]=[CH:11][CH:12]=2)[C:5]([C:13]2[CH:18]=[CH:17][N:16]([CH2:19][C:20]([OH:22])=O)[C:15](=[O:23])[CH:14]=2)=[CH:4][N:3]=1.ON1C2C=CC=CC=2N=N1.CN(C)CCCN=C=NCC.Cl.[CH2:46]([NH:48][CH2:49][CH3:50])[CH3:47].C(N(CC)CC)C. Product: [CH2:46]([N:48]([CH2:49][CH3:50])[C:20](=[O:22])[CH2:19][N:16]1[CH:17]=[CH:18][C:13]([C:5]2[C:6]([C:8]3[O:9][CH:10]=[CH:11][CH:12]=3)=[N:7][C:2]([NH2:1])=[N:3][CH:4]=2)=[CH:14][C:15]1=[O:23])[CH3:47]. The catalyst class is: 35. (3) Reactant: C([O:8][C:9]1[CH:18]=[CH:17][CH:16]=[C:15]2[C:10]=1[CH2:11][CH2:12][CH2:13][C@@H:14]2[C:19]([N:21]([CH2:31][C:32]1[CH:33]=[N:34][N:35]([CH2:37][CH3:38])[CH:36]=1)[C:22]1[CH:23]=[N:24][C:25]([CH:28]([CH3:30])[CH3:29])=[CH:26][CH:27]=1)=[O:20])C1C=CC=CC=1.C([O-])=O.[NH4+]. Product: [CH2:37]([N:35]1[CH:36]=[C:32]([CH2:31][N:21]([C:22]2[CH:23]=[N:24][C:25]([CH:28]([CH3:29])[CH3:30])=[CH:26][CH:27]=2)[C:19]([C@@H:14]2[C:15]3[C:10](=[C:9]([OH:8])[CH:18]=[CH:17][CH:16]=3)[CH2:11][CH2:12][CH2:13]2)=[O:20])[CH:33]=[N:34]1)[CH3:38]. The catalyst class is: 129. (4) Reactant: [O:1]1[C:9]2[C:4](=[N:5][CH:6]=[CH:7][CH:8]=2)[N:3]=[C:2]1[C:10]1([NH2:13])[CH2:12][CH2:11]1.[ClH:14]. Product: [ClH:14].[ClH:14].[O:1]1[C:9]2[C:4](=[N:5][CH:6]=[CH:7][CH:8]=2)[N:3]=[C:2]1[C:10]1([NH2:13])[CH2:11][CH2:12]1. The catalyst class is: 12.